Dataset: Full USPTO retrosynthesis dataset with 1.9M reactions from patents (1976-2016). Task: Predict the reactants needed to synthesize the given product. (1) Given the product [O:48]=[C:40]([N:35]1[CH2:36][CH2:37][CH2:38][CH2:39][C@H:34]1[C:32]([O:31][CH2:18][CH3:14])=[O:33])[C:41](=[O:47])[C:42]([CH3:45])([CH3:46])[CH2:43][CH3:44], predict the reactants needed to synthesize it. The reactants are: C(OC(NCCOC1C=[C:14]([C@H:18]([O:31][C:32]([C@@H:34]2[CH2:39][CH2:38][CH2:37][CH2:36][N:35]2[C:40](=[O:48])[C:41](=[O:47])[C:42]([CH3:46])([CH3:45])[CH2:43][CH3:44])=[O:33])CCC2C=CC(OC)=C(OC)C=2)C=CC=1)=O)(C)(C)C.Cl.O1CCOCC1. (2) Given the product [N:5]1[CH:6]=[CH:7][CH:8]=[CH:9][C:4]=1[C:3]1[C:13]([C:12]([F:11])([F:21])[F:20])=[C:14]([C:15]([O:17][CH2:18][CH3:19])=[O:16])[O:1][N:2]=1, predict the reactants needed to synthesize it. The reactants are: [OH:1][N:2]=[C:3](Cl)[C:4]1[CH:9]=[CH:8][CH:7]=[CH:6][N:5]=1.[F:11][C:12]([F:21])([F:20])[C:13]#[C:14][C:15]([O:17][CH2:18][CH3:19])=[O:16].C(N(CC)CC)C. (3) Given the product [CH:30]12[CH2:36][CH:33]([CH:34]=[CH:35]1)[CH2:32][CH:31]2[CH2:37][N:15]1[CH2:20][CH2:19][C:18]2([C:28]3[C:23](=[CH:24][CH:25]=[CH:26][CH:27]=3)[C:22](=[O:29])[NH:21]2)[CH2:17][CH2:16]1, predict the reactants needed to synthesize it. The reactants are: C(O[BH-](OC(=O)C)OC(=O)C)(=O)C.[Na+].[NH:15]1[CH2:20][CH2:19][C:18]2([C:28]3[C:23](=[CH:24][CH:25]=[CH:26][CH:27]=3)[C:22](=[O:29])[NH:21]2)[CH2:17][CH2:16]1.[CH:30]12[CH2:36][CH:33]([CH:34]=[CH:35]1)[CH2:32][CH:31]2[CH:37]=O.C(O)(C(F)(F)F)=O. (4) Given the product [CH3:1][O:2][C:3](=[O:12])[C:4]1[CH:9]=[CH:8][CH:7]=[C:6]([CH2:10][N:18]2[C:17](=[O:20])[CH:16]=[CH:15][C:14]([Cl:13])=[N:19]2)[CH:5]=1, predict the reactants needed to synthesize it. The reactants are: [CH3:1][O:2][C:3](=[O:12])[C:4]1[CH:9]=[CH:8][CH:7]=[C:6]([CH2:10]Br)[CH:5]=1.[Cl:13][C:14]1[CH:15]=[CH:16][C:17](=[O:20])[NH:18][N:19]=1.C(=O)([O-])[O-].[Cs+].[Cs+]. (5) Given the product [Cl:1][C:2]1[CH:7]=[CH:6][C:5]([N:8]2[CH2:13][CH2:12][N:11]([C:32](=[O:33])[CH2:31][N:24]3[C:25]4=[N:26][CH:27]=[CH:28][CH:29]=[C:30]4[C:22]([C:18]4[NH:17][CH:21]=[CH:20][N:19]=4)=[N:23]3)[C@H:10]([CH3:14])[CH2:9]2)=[CH:4][C:3]=1[O:15][CH3:16], predict the reactants needed to synthesize it. The reactants are: [Cl:1][C:2]1[CH:7]=[CH:6][C:5]([N:8]2[CH2:13][CH2:12][NH:11][C@H:10]([CH3:14])[CH2:9]2)=[CH:4][C:3]=1[O:15][CH3:16].[NH:17]1[CH:21]=[CH:20][N:19]=[C:18]1[C:22]1[C:30]2[C:25](=[N:26][CH:27]=[CH:28][CH:29]=2)[N:24]([CH2:31][C:32](O)=[O:33])[N:23]=1. (6) Given the product [Cl:1][C:2]1[CH:10]=[C:9]2[C:5]([C:6]([C:11]([O:13][CH3:14])=[O:12])=[CH:7][NH:8]2)=[CH:4][C:3]=1[C:24]1[CH:29]=[CH:28][C:27]([C:30]2([OH:34])[CH2:33][O:32][CH2:31]2)=[C:26]([O:35][CH3:36])[CH:25]=1, predict the reactants needed to synthesize it. The reactants are: [Cl:1][C:2]1[CH:10]=[C:9]2[C:5]([C:6]([C:11]([O:13][CH3:14])=[O:12])=[CH:7][NH:8]2)=[CH:4][C:3]=1B1OCC(C)(C)CO1.Br[C:24]1[CH:29]=[CH:28][C:27]([C:30]2([OH:34])[CH2:33][O:32][CH2:31]2)=[C:26]([O:35][CH3:36])[CH:25]=1.C(=O)([O-])[O-].[K+].[K+].ClCCl. (7) The reactants are: [N+:1]([C:4]1[CH:37]=[CH:36][C:7]([O:8][CH2:9][CH2:10][N:11]2[C:15]([NH:16][C:17]([C:30]3[CH:35]=[CH:34][CH:33]=[CH:32][CH:31]=3)([C:24]3[CH:29]=[CH:28][CH:27]=[CH:26][CH:25]=3)[C:18]3[CH:23]=[CH:22][CH:21]=[CH:20][CH:19]=3)=[CH:14][CH:13]=[N:12]2)=[CH:6][CH:5]=1)([O-])=O.[H][H]. Given the product [NH2:1][C:4]1[CH:37]=[CH:36][C:7]([O:8][CH2:9][CH2:10][N:11]2[C:15]([NH:16][C:17]([C:30]3[CH:35]=[CH:34][CH:33]=[CH:32][CH:31]=3)([C:24]3[CH:25]=[CH:26][CH:27]=[CH:28][CH:29]=3)[C:18]3[CH:23]=[CH:22][CH:21]=[CH:20][CH:19]=3)=[CH:14][CH:13]=[N:12]2)=[CH:6][CH:5]=1, predict the reactants needed to synthesize it. (8) Given the product [CH:25]1([CH2:24][NH:1][C:2]2[S:3][C:4]3[CH:10]=[C:9]([O:11][CH2:12][C:13]4[CH:14]=[CH:18][N:20]=[C:21]([C:42]([NH2:38])=[O:43])[CH:31]=4)[CH:8]=[C:7]([CH3:22])[C:5]=3[N:6]=2)[CH2:30][CH2:29][CH2:28][CH2:27][CH2:26]1, predict the reactants needed to synthesize it. The reactants are: [NH2:1][C:2]1[S:3][C:4]2[CH:10]=[C:9]([O:11][C:12]3C=CN=[C:14]([C:18]([NH:20][CH3:21])=O)[CH:13]=3)[CH:8]=[C:7]([CH3:22])[C:5]=2[N:6]=1.Br[CH2:24][CH:25]1[CH2:30][CH2:29][CH2:28][CH2:27][CH2:26]1.[C:31](=O)([O-])[O-].[K+].[K+].C[N:38]1[C:42](=[O:43])CCC1.